The task is: Regression. Given a peptide amino acid sequence and an MHC pseudo amino acid sequence, predict their binding affinity value. This is MHC class I binding data.. This data is from Peptide-MHC class I binding affinity with 185,985 pairs from IEDB/IMGT. The peptide sequence is FTILCLVPAY. The MHC is HLA-A01:01 with pseudo-sequence HLA-A01:01. The binding affinity (normalized) is 0.434.